Task: Predict the product of the given reaction.. Dataset: Forward reaction prediction with 1.9M reactions from USPTO patents (1976-2016) (1) Given the reactants Br[C:2]1[C:3]([OH:12])=[C:4]([C:8]([O:10][CH3:11])=[O:9])[S:5][C:6]=1Br.CC(C1C=C(C(C)C)C(C2C=CC=CC=2P(C2CCCCC2)C2CCCCC2)=C(C(C)C)C=1)C.[O:47]1[CH2:52]COC[CH2:48]1, predict the reaction product. The product is: [OH:12][C:3]1[C:2]2[CH2:52][O:47][CH2:48][C:6]=2[S:5][C:4]=1[C:8]([O:10][CH3:11])=[O:9]. (2) Given the reactants [Br:1][C:2]1[CH:7]=[C:6]([F:8])[CH:5]=[CH:4][C:3]=1[CH:9]1[C:14]([C:15]([O:17][CH2:18][CH3:19])=[O:16])=[C:13]([CH2:20]Br)[NH:12][C:11]([C:22]2[S:23][CH:24]=[CH:25][N:26]=2)=[N:10]1.Cl.[NH:28]1[CH2:33][CH2:32][O:31][CH2:30][CH:29]1[C:34]([OH:36])=[O:35].C(N(CC)CC)C, predict the reaction product. The product is: [Br:1][C:2]1[CH:7]=[C:6]([F:8])[CH:5]=[CH:4][C:3]=1[CH:9]1[N:10]=[C:11]([C:22]2[S:23][CH:24]=[CH:25][N:26]=2)[NH:12][C:13]([CH2:20][N:28]2[CH2:33][CH2:32][O:31][CH2:30][CH:29]2[C:34]([OH:36])=[O:35])=[C:14]1[C:15]([O:17][CH2:18][CH3:19])=[O:16]. (3) Given the reactants C[O:2][C:3]([C:5]1[N:6]=[CH:7][CH:8]=[C:9]2[CH:13]=[CH:12][NH:11][C:10]=12)=[O:4].[OH-].[K+].Cl, predict the reaction product. The product is: [NH:11]1[C:10]2=[C:5]([C:3]([OH:4])=[O:2])[N:6]=[CH:7][CH:8]=[C:9]2[CH:13]=[CH:12]1. (4) Given the reactants Cl.[F:2][C:3]([F:32])([F:31])[C:4]1[CH:30]=[CH:29][CH:28]=[CH:27][C:5]=1[O:6][CH2:7][CH2:8][NH:9][CH2:10][CH2:11][NH:12][S:13]([C:16]1[C:17]2[CH:18]=[CH:19][N:20]=[C:21]([Cl:26])[C:22]=2[CH:23]=[CH:24][CH:25]=1)(=[O:15])=[O:14].C1C[O:36]CC1, predict the reaction product. The product is: [ClH:26].[F:2][C:3]([F:32])([F:31])[C:4]1[CH:30]=[CH:29][CH:28]=[CH:27][C:5]=1[O:6][CH2:7][CH2:8][NH:9][CH2:10][CH2:11][NH:12][S:13]([C:16]1[C:17]2[CH:18]=[CH:19][N:20]=[C:21]([OH:36])[C:22]=2[CH:23]=[CH:24][CH:25]=1)(=[O:15])=[O:14]. (5) Given the reactants [F:1][C:2]1[CH:3]=[C:4]([CH3:9])[CH:5]=[CH:6][C:7]=1[Br:8].[Br:10]N1C(=O)CCC1=O.C(OOC(=O)C1C=CC=CC=1)(=O)C1C=CC=CC=1, predict the reaction product. The product is: [F:1][C:2]1[CH:3]=[C:4]([CH:5]=[CH:6][C:7]=1[Br:8])[CH2:9][Br:10]. (6) Given the reactants [NH2:1][C@@H:2]1[C:10]2[C:5](=[CH:6][CH:7]=[CH:8][CH:9]=2)[CH2:4][C@@H:3]1[OH:11].[C:12](OC(=O)C)(=[O:14])[CH3:13], predict the reaction product. The product is: [OH:11][C@H:3]1[CH2:4][C:5]2[C:10](=[CH:9][CH:8]=[CH:7][CH:6]=2)[C@H:2]1[NH:1][C:12](=[O:14])[CH3:13]. (7) Given the reactants C(OC([N:8]1[CH2:13][CH2:12][N:11]([C:14]2[CH:19]=[CH:18][C:17]([N:20]3[CH2:24][C@H:23]([CH2:25][NH:26][C:27](=[O:29])[CH3:28])[O:22][C:21]3=[O:30])=[CH:16][N:15]=2)[CH2:10][CH2:9]1)=O)(C)(C)C, predict the reaction product. The product is: [O:30]=[C:21]1[N:20]([C:17]2[CH:16]=[N:15][C:14]([N:11]3[CH2:10][CH2:9][NH:8][CH2:13][CH2:12]3)=[CH:19][CH:18]=2)[CH2:24][C@H:23]([CH2:25][NH:26][C:27](=[O:29])[CH3:28])[O:22]1. (8) Given the reactants [CH2:1]1[CH2:11][CH2:10][N:9]2[C:4](=NCCC2)[CH2:3][CH2:2]1.[Cl:12][C:13]1[CH:14]=[C:15]([C:23]2[O:27][N:26]=[C:25](C3C=C4C(=CC=3)NN=C4)[N:24]=2)[CH:16]=[CH:17][C:18]=1[O:19][CH:20]([CH3:22])[CH3:21].[O:37]1[CH2:40][C:39](=[CH:41][C:42]([O:44][CH2:45][CH3:46])=[O:43])[CH2:38]1.C(OCC)(=O)C.[C:53](#[N:55])C, predict the reaction product. The product is: [Cl:12][C:13]1[CH:14]=[C:15]([C:23]2[O:27][N:26]=[C:25]([C:3]3[CH:2]=[CH:1][CH:11]=[C:10]4[C:4]=3[CH:53]=[N:55][N:9]4[C:39]3([CH2:41][C:42]([O:44][CH2:45][CH3:46])=[O:43])[CH2:40][O:37][CH2:38]3)[N:24]=2)[CH:16]=[CH:17][C:18]=1[O:19][CH:20]([CH3:22])[CH3:21].